From a dataset of Full USPTO retrosynthesis dataset with 1.9M reactions from patents (1976-2016). Predict the reactants needed to synthesize the given product. (1) Given the product [CH3:1][N:2]1[C:10]([CH3:11])=[C:9]2[C:4]([CH:5]=[CH:6][C:7]([N:12]3[CH:17]=[CH:16][C:15]([O:18][CH2:27][C:24]4[CH:23]=[C:22]([C:21]([F:30])([F:29])[F:20])[S:26][CH:25]=4)=[CH:14][C:13]3=[O:19])=[CH:8]2)=[N:3]1, predict the reactants needed to synthesize it. The reactants are: [CH3:1][N:2]1[C:10]([CH3:11])=[C:9]2[C:4]([CH:5]=[CH:6][C:7]([N:12]3[CH:17]=[CH:16][C:15]([OH:18])=[CH:14][C:13]3=[O:19])=[CH:8]2)=[N:3]1.[F:20][C:21]([F:30])([F:29])[C:22]1[S:26][CH:25]=[C:24]([CH2:27]O)[CH:23]=1.C1(P(C2C=CC=CC=2)C2C=CC=CC=2)C=CC=CC=1.O. (2) Given the product [Cl:9][CH2:4][C:3]([O:7][CH3:8])([O:5][CH3:6])[O:2][CH3:1], predict the reactants needed to synthesize it. The reactants are: [CH3:1][O:2][C:3]([O:7][CH3:8])([O:5][CH3:6])[CH3:4].[Cl:9]Cl. (3) The reactants are: [CH:1]([C:4]1[CH:9]=[CH:8][C:7]([CH3:10])=[CH:6][C:5]=1[N:11]1[C:15](=[O:16])[CH2:14][S:13]/[C:12]/1=[N:17]\[C:18]([NH:20][CH2:21][CH2:22][C:23]1[CH:28]=[CH:27][C:26]([C:29]2[N:33]=[CH:32][N:31]([C:34]3[CH:39]=[CH:38][C:37]([O:40][C:41]([F:44])([F:43])[F:42])=[CH:36][CH:35]=3)[N:30]=2)=[CH:25][CH:24]=1)=[O:19])([CH3:3])[CH3:2].C1C(=O)C=CC2C=1C=C1C=2C=CC=C1.[B-](F)(F)(F)[F:60].[B-](F)(F)(F)F.C1[N+]2(CCl)CC[N+](F)(CC2)C1. Given the product [F:60][CH:14]1[S:13]/[C:12](=[N:17]\[C:18]([NH:20][CH2:21][CH2:22][C:23]2[CH:24]=[CH:25][C:26]([C:29]3[N:33]=[CH:32][N:31]([C:34]4[CH:35]=[CH:36][C:37]([O:40][C:41]([F:44])([F:43])[F:42])=[CH:38][CH:39]=4)[N:30]=3)=[CH:27][CH:28]=2)=[O:19])/[N:11]([C:5]2[CH:6]=[C:7]([CH3:10])[CH:8]=[CH:9][C:4]=2[CH:1]([CH3:3])[CH3:2])[C:15]1=[O:16], predict the reactants needed to synthesize it. (4) Given the product [CH3:11][O:10][C:9]1[CH:8]=[C:7]([CH:15]=[CH:14][C:12]=1[O:13][CH2:3][C:2]#[CH:1])[CH:6]=[O:5], predict the reactants needed to synthesize it. The reactants are: [CH2:1](Br)[C:2]#[CH:3].[O:5]=[CH:6][C:7]1[CH:15]=[CH:14][C:12]([OH:13])=[C:9]([O:10][CH3:11])[CH:8]=1.C(=O)([O-])[O-].[K+].[K+]. (5) Given the product [CH2:24]([O:23][C:21]([C:20]1([CH2:19][C:26]([O:28][CH3:29])=[O:27])[O:12][N:11]([CH3:10])[C:1]([C:3]2[CH:8]=[CH:7][CH:6]=[CH:5][N:4]=2)=[N:2]1)=[O:22])[CH3:25], predict the reactants needed to synthesize it. The reactants are: [C:1]([C:3]1[CH:8]=[CH:7][CH:6]=[CH:5][N:4]=1)#[N:2].Cl.[CH3:10][NH:11][OH:12].C(=O)([O-])[O-].[Na+].[Na+].[C:19]([C:26]([O:28][CH2:29]C)=[O:27])#[C:20][C:21]([O:23][CH2:24][CH3:25])=[O:22].